This data is from Forward reaction prediction with 1.9M reactions from USPTO patents (1976-2016). The task is: Predict the product of the given reaction. (1) Given the reactants [C:1](#[N:5])[CH2:2][C:3]#[N:4].[Cl:6][C:7]1[CH:14]=[CH:13][C:10]([CH:11]=O)=[CH:9][CH:8]=1.N1CCCCC1.[C:21]([CH2:23][C:24]([NH2:26])=[S:25])#[N:22], predict the reaction product. The product is: [NH2:4][C:3]1[S:25][C:24]([NH2:26])=[C:23]([C:21]#[N:22])[CH:11]([C:10]2[CH:13]=[CH:14][C:7]([Cl:6])=[CH:8][CH:9]=2)[C:2]=1[C:1]#[N:5]. (2) Given the reactants Cl.[CH3:2][O:3][C:4](=[O:11])[CH2:5][CH2:6][CH2:7][CH2:8][C:9]#[N:10].[CH2:12]([O:14]CC)C, predict the reaction product. The product is: [NH:10]=[C:9]([O:14][CH3:12])[CH2:8][CH2:7][CH2:6][CH2:5][C:4]([O:3][CH3:2])=[O:11]. (3) Given the reactants Cl[C:2]1[N:7]=[C:6]([N:8]([CH2:10][CH2:11][CH2:12][C:13]2[CH:18]=[CH:17][C:16]([Cl:19])=[CH:15][CH:14]=2)[CH3:9])[N:5]=[C:4]([NH:20][CH2:21][CH2:22][C:23]2[CH:28]=[CH:27][C:26]([OH:29])=[CH:25][CH:24]=2)[N:3]=1.[OH:30][CH2:31][CH2:32][N:33]1[CH2:38][CH2:37][NH:36][CH2:35][CH2:34]1.CC#N.C(O)(C(F)(F)F)=O, predict the reaction product. The product is: [Cl:19][C:16]1[CH:17]=[CH:18][C:13]([CH2:12][CH2:11][CH2:10][N:8]([CH3:9])[C:6]2[N:7]=[C:2]([N:36]3[CH2:37][CH2:38][N:33]([CH2:32][CH2:31][OH:30])[CH2:34][CH2:35]3)[N:3]=[C:4]([NH:20][CH2:21][CH2:22][C:23]3[CH:28]=[CH:27][C:26]([OH:29])=[CH:25][CH:24]=3)[N:5]=2)=[CH:14][CH:15]=1. (4) Given the reactants [F-].C([N+](CCCC)(CCCC)CCCC)CCC.[Si]([O:26][C@@H:27]([CH2:38][O:39][CH2:40][CH3:41])[C:28]([NH:30][C:31]1[CH:36]=[N:35][C:34]([CH3:37])=[CH:33][N:32]=1)=[O:29])(C(C)(C)C)(C)C, predict the reaction product. The product is: [CH2:40]([O:39][CH2:38][C@H:27]([OH:26])[C:28]([NH:30][C:31]1[CH:36]=[N:35][C:34]([CH3:37])=[CH:33][N:32]=1)=[O:29])[CH3:41].